Dataset: Reaction yield outcomes from USPTO patents with 853,638 reactions. Task: Predict the reaction yield, written as a fraction of the theoretical maximum amount of product (1.0 means a 100% yield; for example, 0.34 means a 34% yield). (1) The reactants are CN(C)C(=O)C.P([O-])([O-])([O-])=O.[K+].[K+].[K+].[CH3:15][O:16][C:17]([CH:19]1[CH2:24][CH2:23][CH:22]([C:25]2[CH:30]=[CH:29][C:28](Br)=[CH:27][CH:26]=2)[CH2:21][CH2:20]1)=[O:18].[CH2:32]([CH:35]1[CH2:40][CH2:39][CH:38]([CH:41]=[CH2:42])[CH2:37][CH2:36]1)[CH2:33][CH3:34]. The catalyst is C([O-])(=O)C.[Pd+2].C([O-])(=O)C.O. The product is [CH3:15][O:16][C:17]([CH:19]1[CH2:24][CH2:23][CH:22]([C:25]2[CH:30]=[CH:29][C:28]([CH:42]=[CH:41][CH:38]3[CH2:39][CH2:40][CH:35]([CH2:32][CH2:33][CH3:34])[CH2:36][CH2:37]3)=[CH:27][CH:26]=2)[CH2:21][CH2:20]1)=[O:18]. The yield is 0.600. (2) The reactants are Cl[C:2]1[N:3]=[N:4][CH:5]=[C:6]([Cl:8])[CH:7]=1.[C:9](=[NH:22])(C1C=CC=CC=1)[C:10]1C=CC=CC=1.O1CCOCC1.ClCC=O. The catalyst is C1C=CC(/C=C/C(/C=C/C2C=CC=CC=2)=O)=CC=1.C1C=CC(/C=C/C(/C=C/C2C=CC=CC=2)=O)=CC=1.C1C=CC(/C=C/C(/C=C/C2C=CC=CC=2)=O)=CC=1.[Pd].[Pd].CC1(C)C2C=CC=C(P(C3C=CC=CC=3)C3C=CC=CC=3)C=2OC2C1=CC=CC=2P(C1C=CC=CC=1)C1C=CC=CC=1.C(O)(C)C. The product is [Cl:8][C:6]1[CH:5]=[N:4][N:3]2[CH:10]=[CH:9][N:22]=[C:2]2[CH:7]=1. The yield is 0.643. (3) The reactants are Cl.C(O)C.[Cl:5][C:6]1[C:15]2[C:10](=[CH:11][C:12]([O:18][CH2:19][CH:20]3[CH2:25][CH2:24][N:23]([CH3:26])[CH2:22][CH2:21]3)=[C:13]([O:16][CH3:17])[CH:14]=2)[N:9]=[CH:8][N:7]=1.[Cl:27][C:28]1[CH:34]=[CH:33][C:31]([NH2:32])=[C:30]([F:35])[CH:29]=1. The catalyst is C(O)(C)C.CCOCC. The product is [ClH:5].[Cl:27][C:28]1[CH:34]=[CH:33][C:31]([NH:32][C:6]2[C:15]3[C:10](=[CH:11][C:12]([O:18][CH2:19][CH:20]4[CH2:25][CH2:24][N:23]([CH3:26])[CH2:22][CH2:21]4)=[C:13]([O:16][CH3:17])[CH:14]=3)[N:9]=[CH:8][N:7]=2)=[C:30]([F:35])[CH:29]=1. The yield is 0.820. (4) The reactants are [CH3:1][C:2]1[O:6][N:5]=[C:4]([NH2:7])[CH:3]=1.CCN(CC)CC.[Br:15][CH2:16][C:17](Cl)=[O:18]. The catalyst is C(Cl)Cl. The product is [Br:15][CH2:16][C:17]([NH:7][C:4]1[CH:3]=[C:2]([CH3:1])[O:6][N:5]=1)=[O:18]. The yield is 0.550. (5) The reactants are Br[C:2]1[N:6]2[CH:7]=[CH:8][C:9]([CH:11]([F:13])[F:12])=[N:10][C:5]2=[N:4][CH:3]=1.[F:14][C:15]1[CH:20]=[CH:19][C:18](B2OC(C)(C)C(C)(C)O2)=[CH:17][C:16]=1[C:30]1[C:31]([C:36]#[N:37])=[CH:32][CH:33]=[CH:34][CH:35]=1. No catalyst specified. The product is [F:12][CH:11]([F:13])[C:9]1[CH:8]=[CH:7][N:6]2[C:2]([C:18]3[CH:19]=[CH:20][C:15]([F:14])=[C:16]([C:30]4[C:31]([C:36]#[N:37])=[CH:32][CH:33]=[CH:34][CH:35]=4)[CH:17]=3)=[CH:3][N:4]=[C:5]2[N:10]=1. The yield is 0.490. (6) The product is [CH2:13]([N:7]1[C:8]2[C:4](=[CH:3][C:2]([Br:1])=[CH:10][CH:9]=2)[CH:5]=[N:6]1)[CH:12]=[CH2:11]. The reactants are [Br:1][C:2]1[CH:3]=[C:4]2[C:8](=[CH:9][CH:10]=1)[NH:7][N:6]=[CH:5]2.[CH2:11](Br)[CH:12]=[CH2:13].C(=O)([O-])[O-].[K+].[K+]. The catalyst is CN(C=O)C. The yield is 0.360. (7) The reactants are [CH:1]1([C:4]2[CH:9]=[CH:8][CH:7]=[C:6]([CH3:10])[C:5]=2[OH:11])[CH2:3][CH2:2]1.ClC1C=CC=CC=1Cl.[OH-].[Na+].[OH:22][C:23]1[CH:28]=[C:27]([Cl:29])[N:26]=[N:25][C:24]=1Cl. The catalyst is C(O)(C)(C)C. The product is [Cl:29][C:27]1[N:26]=[N:25][C:24]([O:11][C:5]2[C:6]([CH3:10])=[CH:7][CH:8]=[CH:9][C:4]=2[CH:1]2[CH2:3][CH2:2]2)=[C:23]([OH:22])[CH:28]=1. The yield is 0.910. (8) The reactants are O[CH2:2][C:3]1[C:11]([CH2:12][C@H:13]2[CH2:17][CH2:16][O:15][C:14]2=[O:18])=[CH:10][CH:9]=[C:8]2[C:4]=1[CH:5]=[N:6][NH:7]2.S(Cl)(Cl)=O.[C:23](=[O:26])([O-])[O-].[K+].[K+].[CH2:29]([NH2:34])[C:30]([CH3:33])([CH3:32])[CH3:31].Cl[CH2:36]Cl. No catalyst specified. The product is [CH2:29]([N:34]1[C:23](=[O:26])[C@H:13]([CH2:17][CH2:16][O:15][C:14](=[O:18])[CH3:36])[CH2:12][C:11]2[CH:10]=[CH:9][C:8]3[NH:7][N:6]=[CH:5][C:4]=3[C:3]=2[CH2:2]1)[C:30]([CH3:33])([CH3:32])[CH3:31]. The yield is 0.190. (9) The reactants are [H-].[Al+3].[Li+].[H-].[H-].[H-].[C:7]([NH:10][CH2:11][CH2:12][N:13]([CH2:26][CH2:27][C:28]12[CH2:37][CH:32]3[CH2:33][CH:34]([CH2:36][CH:30]([CH2:31]3)[CH2:29]1)[CH2:35]2)[C:14]([NH:16][CH2:17][CH2:18][CH2:19][C:20]1[CH:25]=[CH:24][N:23]=[CH:22][CH:21]=1)=[O:15])(=O)[CH3:8].C(OCC)(=O)C.[OH-].[Na+]. The catalyst is C(OCC)C.O1CCCC1. The product is [C:28]12([CH2:27][CH2:26][N:13]([CH2:12][CH2:11][NH:10][CH2:7][CH3:8])[C:14]([NH:16][CH2:17][CH2:18][CH2:19][C:20]3[CH:25]=[CH:24][N:23]=[CH:22][CH:21]=3)=[O:15])[CH2:35][CH:34]3[CH2:33][CH:32]([CH2:31][CH:30]([CH2:36]3)[CH2:29]1)[CH2:37]2. The yield is 0.498.